From a dataset of Forward reaction prediction with 1.9M reactions from USPTO patents (1976-2016). Predict the product of the given reaction. (1) Given the reactants [Cl:1][C:2]1[CH:3]=[C:4]([NH:9][C:10]2[C:11]3[CH2:18][C:17](=[O:19])[N:16]([CH3:20])[C:12]=3[N:13]=[CH:14][N:15]=2)[CH:5]=[CH:6][C:7]=1[F:8].[CH3:21][C:22]1[CH:26]=[C:25]([C:27]([N:29]2[CH2:34][CH2:33][O:32][CH2:31][CH2:30]2)=[O:28])[NH:24][C:23]=1[CH:35]=O, predict the reaction product. The product is: [Cl:1][C:2]1[CH:3]=[C:4]([NH:9][C:10]2[C:11]3[C:18](=[CH:35][C:23]4[NH:24][C:25]([C:27]([N:29]5[CH2:30][CH2:31][O:32][CH2:33][CH2:34]5)=[O:28])=[CH:26][C:22]=4[CH3:21])[C:17](=[O:19])[N:16]([CH3:20])[C:12]=3[N:13]=[CH:14][N:15]=2)[CH:5]=[CH:6][C:7]=1[F:8]. (2) The product is: [Si:1]([O:18][CH2:19][C:20]1[N:25]=[C:24]2[C:26]([C:29]([NH:46][CH:43]([CH3:45])[CH3:44])=[O:31])=[N:27][O:28][C:23]2=[C:22]([Cl:34])[C:21]=1[N:35]1[CH2:40][C@H:39]([CH3:41])[O:38][C@H:37]([CH3:42])[CH2:36]1)([C:14]([CH3:15])([CH3:16])[CH3:17])([C:8]1[CH:13]=[CH:12][CH:11]=[CH:10][CH:9]=1)[C:2]1[CH:7]=[CH:6][CH:5]=[CH:4][CH:3]=1. Given the reactants [Si:1]([O:18][CH2:19][C:20]1[N:25]=[C:24]2[C:26]([C:29]([O:31]CC)=O)=[N:27][O:28][C:23]2=[C:22]([Cl:34])[C:21]=1[N:35]1[CH2:40][C@H:39]([CH3:41])[O:38][C@H:37]([CH3:42])[CH2:36]1)([C:14]([CH3:17])([CH3:16])[CH3:15])([C:8]1[CH:13]=[CH:12][CH:11]=[CH:10][CH:9]=1)[C:2]1[CH:7]=[CH:6][CH:5]=[CH:4][CH:3]=1.[CH:43]([NH2:46])([CH3:45])[CH3:44], predict the reaction product. (3) Given the reactants [H-].[Na+].[CH2:3]([OH:10])[C:4]1[CH:9]=[CH:8][CH:7]=[CH:6][CH:5]=1.Cl[C:12]1[CH:17]=[C:16]([C:18]#[N:19])[CH:15]=[CH:14][N:13]=1.C(OCC)(=O)C, predict the reaction product. The product is: [CH2:3]([O:10][C:12]1[CH:17]=[C:16]([CH:15]=[CH:14][N:13]=1)[C:18]#[N:19])[C:4]1[CH:9]=[CH:8][CH:7]=[CH:6][CH:5]=1. (4) Given the reactants [ClH:1].Cl.[CH3:3][N:4]1[C:13]2[C:8](=[CH:9][C:10]([O:14][CH2:15][CH2:16][CH2:17][CH2:18][CH2:19][NH:20][CH2:21][CH2:22][C:23]3[CH:24]=[N:25][CH:26]=[CH:27][CH:28]=3)=[CH:11][CH:12]=2)[CH:7]=[CH:6][C:5]1=[O:29].[CH:30]1([CH:36]=O)[CH2:35][CH2:34][CH2:33][CH2:32][CH2:31]1.[Na].C(=O)([O-])O.[Na+].C(O)C.Cl, predict the reaction product. The product is: [ClH:1].[ClH:1].[CH:30]1([CH2:36][N:20]([CH2:21][CH2:22][C:23]2[CH:24]=[N:25][CH:26]=[CH:27][CH:28]=2)[CH2:19][CH2:18][CH2:17][CH2:16][CH2:15][O:14][C:10]2[CH:9]=[C:8]3[C:13](=[CH:12][CH:11]=2)[N:4]([CH3:3])[C:5](=[O:29])[CH:6]=[CH:7]3)[CH2:35][CH2:34][CH2:33][CH2:32][CH2:31]1.